Dataset: Forward reaction prediction with 1.9M reactions from USPTO patents (1976-2016). Task: Predict the product of the given reaction. (1) Given the reactants [CH3:1][CH:2]([CH3:39])[CH2:3][S:4]([N:7]1[CH2:12][CH2:11][CH2:10][C@H:9]([NH:13][C:14]2[C:19]([C:20]3[N:21]=[C:22]4[CH:28]=[CH:27][N:26]([CH2:29][O:30][CH2:31][CH2:32][Si:33]([CH3:36])([CH3:35])[CH3:34])[C:23]4=[N:24][CH:25]=3)=[CH:18][N:17]=[C:16](SC)[N:15]=2)[CH2:8]1)(=[O:6])=[O:5].[CH3:40]O.[S:42]([O-:47])(O[O-])(=[O:44])=O.[K+].[K+], predict the reaction product. The product is: [CH3:40][S:42]([C:16]1[N:15]=[C:14]([NH:13][C@H:9]2[CH2:10][CH2:11][CH2:12][N:7]([S:4]([CH2:3][CH:2]([CH3:39])[CH3:1])(=[O:5])=[O:6])[CH2:8]2)[C:19]([C:20]2[N:21]=[C:22]3[CH:28]=[CH:27][N:26]([CH2:29][O:30][CH2:31][CH2:32][Si:33]([CH3:36])([CH3:34])[CH3:35])[C:23]3=[N:24][CH:25]=2)=[CH:18][N:17]=1)(=[O:47])=[O:44]. (2) Given the reactants [C:1]1([CH:7]2[CH2:16][CH2:15][C:14]3[C:9](=[CH:10][CH:11]=[CH:12][CH:13]=3)[NH:8]2)[CH:6]=[CH:5][CH:4]=[CH:3][CH:2]=1.C(N(CC)CC)C.ClC(Cl)(O[C:28](=[O:34])OC(Cl)(Cl)Cl)Cl.Cl.[O:37]([NH2:39])[CH3:38], predict the reaction product. The product is: [CH3:38][O:37][NH:39][C:28]([N:8]1[C:9]2[C:14](=[CH:13][CH:12]=[CH:11][CH:10]=2)[CH2:15][CH2:16][CH:7]1[C:1]1[CH:2]=[CH:3][CH:4]=[CH:5][CH:6]=1)=[O:34]. (3) The product is: [CH3:39][C:30]1[N:31]=[C:32]2[S:38][CH:37]=[CH:36][N:33]2[C:34](=[O:35])[C:29]=1[C:6]1[CH:7]=[CH:8][C:3]([C:1]#[N:2])=[CH:4][CH:5]=1. Given the reactants [C:1]([C:3]1[CH:8]=[CH:7][C:6](B(O)O)=[CH:5][CH:4]=1)#[N:2].C([O-])([O-])=O.[Na+].[Na+].C(O)C.FC1C=C([C:29]2[C:34](=[O:35])[N:33]3[CH:36]=[CH:37][S:38][C:32]3=[N:31][C:30]=2[CH3:39])C=C(F)C=1, predict the reaction product. (4) Given the reactants [Cl:1][C:2]1[CH:7]=[C:6]([F:8])[CH:5]=[CH:4][C:3]=1[NH:9][S:10]([CH:13]1[C:18]([C:19]([O:21][CH2:22][CH3:23])=[O:20])=[CH:17][CH2:16][CH2:15][CH2:14]1)(=[O:12])=[O:11].[C:24]([O:27][CH2:28]Br)(=[O:26])[CH3:25].C(=O)([O-])[O-].[K+].[K+], predict the reaction product. The product is: [C:24]([O:27][CH2:28][N:9]([C:3]1[CH:4]=[CH:5][C:6]([F:8])=[CH:7][C:2]=1[Cl:1])[S:10]([CH:13]1[C:18]([C:19]([O:21][CH2:22][CH3:23])=[O:20])=[CH:17][CH2:16][CH2:15][CH2:14]1)(=[O:11])=[O:12])(=[O:26])[CH3:25]. (5) Given the reactants [OH:1][CH:2]([CH2:18][CH2:19][CH2:20][CH2:21][CH2:22][CH3:23])[CH2:3][CH2:4][CH2:5][CH2:6][CH2:7][CH2:8][CH2:9][CH2:10][CH2:11][CH2:12][C:13]([O:15][CH2:16][CH3:17])=[O:14].N1C=CC=CC=1.[C:30](Cl)(=[O:46])[CH2:31][CH2:32][CH2:33][CH2:34][CH2:35][CH2:36][CH2:37][CH2:38][CH2:39][CH2:40][CH2:41][CH2:42][CH2:43][CH2:44][CH3:45].O, predict the reaction product. The product is: [C:30]([O:1][CH:2]([CH2:18][CH2:19][CH2:20][CH2:21][CH2:22][CH3:23])[CH2:3][CH2:4][CH2:5][CH2:6][CH2:7][CH2:8][CH2:9][CH2:10][CH2:11][CH2:12][C:13]([O:15][CH2:16][CH3:17])=[O:14])(=[O:46])[CH2:31][CH2:32][CH2:33][CH2:34][CH2:35][CH2:36][CH2:37][CH2:38][CH2:39][CH2:40][CH2:41][CH2:42][CH2:43][CH2:44][CH3:45]. (6) The product is: [Br:11][C:12]1[CH:13]=[CH:14][C:15]([O:10][CH:9]2[CH2:8][NH:7][CH2:6][C:5]3[O:1][CH:2]=[CH:3][C:4]2=3)=[C:16]([C:18]([F:19])([F:20])[F:21])[CH:17]=1. Given the reactants [O:1]1[C:5]2[CH2:6][NH:7][CH2:8][CH:9]([OH:10])[C:4]=2[CH:3]=[CH:2]1.[Br:11][C:12]1[CH:13]=[CH:14][C:15](F)=[C:16]([C:18]([F:21])([F:20])[F:19])[CH:17]=1, predict the reaction product. (7) Given the reactants [Cl:1][C:2]1[C:15]([C:16]2[NH:20][C:19](=[O:21])[N:18]([C:22]3[CH:27]=[CH:26][C:25]([C:28]([F:31])([F:30])[F:29])=[CH:24][CH:23]=3)[N:17]=2)=[CH:14][C:5]([CH2:6][NH:7]C(=O)C(F)(F)F)=[C:4]([F:32])[CH:3]=1.[OH-].[K+].O, predict the reaction product. The product is: [NH2:7][CH2:6][C:5]1[C:4]([F:32])=[CH:3][C:2]([Cl:1])=[C:15]([C:16]2[NH:20][C:19](=[O:21])[N:18]([C:22]3[CH:23]=[CH:24][C:25]([C:28]([F:30])([F:31])[F:29])=[CH:26][CH:27]=3)[N:17]=2)[CH:14]=1.